Predict which catalyst facilitates the given reaction. From a dataset of Catalyst prediction with 721,799 reactions and 888 catalyst types from USPTO. (1) Reactant: [NH:1]1[CH:5]=[CH:4][CH:3]=[N:2]1.C([O-])([O-])=O.[Cs+].[Cs+].Cl[C:13]1[CH:18]=[CH:17][N:16]=[CH:15][C:14]=1[N+:19]([O-:21])=[O:20]. Product: [N+:19]([C:14]1[CH:15]=[N:16][CH:17]=[CH:18][C:13]=1[N:1]1[CH:5]=[CH:4][CH:3]=[N:2]1)([O-:21])=[O:20]. The catalyst class is: 23. (2) Reactant: [CH:1]1([C:4]2[O:8][N:7]=[C:6]([C:9]3[C:14]([Cl:15])=[CH:13][CH:12]=[CH:11][C:10]=3[Cl:16])[C:5]=2[CH2:17]O)[CH2:3][CH2:2]1.P(Br)(Br)[Br:20]. Product: [Br:20][CH2:17][C:5]1[C:6]([C:9]2[C:14]([Cl:15])=[CH:13][CH:12]=[CH:11][C:10]=2[Cl:16])=[N:7][O:8][C:4]=1[CH:1]1[CH2:3][CH2:2]1. The catalyst class is: 4. (3) Reactant: [F:1][C:2]([F:13])([F:12])[C:3]1[N:4]=[C:5]2[CH2:10][NH:9][CH2:8][CH2:7][N:6]2[CH:11]=1.CC(C)(OC([NH:20][C@H:21]([CH2:26][C:27]1[CH:32]=[CH:31][C:30]([F:33])=[C:29]([F:34])[CH:28]=1)[CH2:22][C:23](O)=[O:24])=O)C.C1C=CC2N(O)N=NC=2C=1.C(Cl)C[Cl:48]. Product: [ClH:48].[ClH:48].[NH2:20][C@H:21]([CH2:26][C:27]1[CH:32]=[CH:31][C:30]([F:33])=[C:29]([F:34])[CH:28]=1)[CH2:22][C:23]([N:9]1[CH2:8][CH2:7][N:6]2[CH:11]=[C:3]([C:2]([F:12])([F:1])[F:13])[N:4]=[C:5]2[CH2:10]1)=[O:24]. The catalyst class is: 4. (4) Reactant: [Cl:1][C:2]1[CH:3]=[C:4]([CH2:8][N:9]2[C:13](=[S:14])[NH:12][C:11]([C:15]3[CH:23]=[CH:22][C:18]([C:19](O)=[O:20])=[CH:17][CH:16]=3)=[N:10]2)[CH:5]=[CH:6][CH:7]=1.[CH3:24][S:25]([NH2:28])(=[O:27])=[O:26].Cl.CN(C)CCCN=C=NCC. Product: [Cl:1][C:2]1[CH:3]=[C:4]([CH2:8][N:9]2[C:13](=[S:14])[NH:12][C:11]([C:15]3[CH:23]=[CH:22][C:18]([C:19]([NH:28][S:25]([CH3:24])(=[O:27])=[O:26])=[O:20])=[CH:17][CH:16]=3)=[N:10]2)[CH:5]=[CH:6][CH:7]=1. The catalyst class is: 4.